Predict the product of the given reaction. From a dataset of Forward reaction prediction with 1.9M reactions from USPTO patents (1976-2016). (1) Given the reactants [CH3:1][C:2]1([CH3:20])[C:6]([CH3:8])([CH3:7])[O:5][B:4]([C:9]2[CH:19]=[CH:18][C:12]3[NH:13][C:14](=[O:17])[CH2:15][O:16][C:11]=3[CH:10]=2)[O:3]1.[C:21](=O)([O-])[O-].[K+].[K+].CI, predict the reaction product. The product is: [CH3:21][N:13]1[C:12]2[CH:18]=[CH:19][C:9]([B:4]3[O:3][C:2]([CH3:20])([CH3:1])[C:6]([CH3:7])([CH3:8])[O:5]3)=[CH:10][C:11]=2[O:16][CH2:15][C:14]1=[O:17]. (2) Given the reactants [CH2:1]([O:3][C:4](=[O:39])[CH2:5][CH2:6][CH2:7][O:8][C:9]1[CH:14]=[CH:13][CH:12]=[C:11]([CH2:15][CH2:16][CH2:17][CH2:18][CH2:19][CH2:20][O:21][C:22]2[CH:27]=[C:26]([O:28][CH2:29][CH3:30])[CH:25]=[C:24](Br)[CH:23]=2)[C:10]=1[CH2:32][CH2:33][C:34]([O:36][CH2:37][CH3:38])=[O:35])[CH3:2].[O:40]1[C:45]2[CH:46]=[CH:47][C:48](B(O)O)=[CH:49][C:44]=2[O:43][CH2:42][CH2:41]1.C(=O)([O-])[O-].[Cs+].[Cs+], predict the reaction product. The product is: [CH2:1]([O:3][C:4](=[O:39])[CH2:5][CH2:6][CH2:7][O:8][C:9]1[CH:14]=[CH:13][CH:12]=[C:11]([CH2:15][CH2:16][CH2:17][CH2:18][CH2:19][CH2:20][O:21][C:22]2[CH:27]=[C:26]([O:28][CH2:29][CH3:30])[CH:25]=[C:24]([C:48]3[CH:47]=[CH:46][C:45]4[O:40][CH2:41][CH2:42][O:43][C:44]=4[CH:49]=3)[CH:23]=2)[C:10]=1[CH2:32][CH2:33][C:34]([O:36][CH2:37][CH3:38])=[O:35])[CH3:2]. (3) Given the reactants C1(C#C)C=CC=CC=1.[CH:9]1([CH2:15][CH2:16][C:17]#[CH:18])[CH2:14][CH2:13][CH2:12][CH2:11][CH2:10]1.[N:19]([C:22]1[S:23][C:24]([C:28]([NH:30][CH2:31][C:32]2[CH:37]=[CH:36][CH:35]=[CH:34][CH:33]=2)=[O:29])=[C:25]([CH3:27])[N:26]=1)=[N+:20]=[N-:21], predict the reaction product. The product is: [CH2:31]([NH:30][C:28]([C:24]1[S:23][C:22]([N:19]2[CH:18]=[C:17]([CH2:16][CH2:15][CH:9]3[CH2:14][CH2:13][CH2:12][CH2:11][CH2:10]3)[N:21]=[N:20]2)=[N:26][C:25]=1[CH3:27])=[O:29])[C:32]1[CH:33]=[CH:34][CH:35]=[CH:36][CH:37]=1. (4) Given the reactants [N+:1]([C:4]1[CH:23]=[CH:22][C:7]([CH2:8][O:9][C:10](=[O:21])[CH2:11][N:12](C(OC(C)(C)C)=O)[CH3:13])=[CH:6][CH:5]=1)([O-:3])=[O:2].[ClH:24].C(OCC)C, predict the reaction product. The product is: [ClH:24].[N+:1]([C:4]1[CH:5]=[CH:6][C:7]([CH2:8][O:9][C:10](=[O:21])[CH2:11][NH:12][CH3:13])=[CH:22][CH:23]=1)([O-:3])=[O:2]. (5) The product is: [F:21][C:18]1[CH:19]=[CH:20][C:15]([CH2:14][O:13][C:10]2[CH:11]=[CH:12][C:7]([O:6][CH2:5][C:4]([OH:22])=[O:3])=[CH:8][CH:9]=2)=[CH:16][CH:17]=1. Given the reactants C([O:3][C:4](=[O:22])[CH2:5][O:6][C:7]1[CH:12]=[CH:11][C:10]([O:13][CH2:14][C:15]2[CH:20]=[CH:19][C:18]([F:21])=[CH:17][CH:16]=2)=[CH:9][CH:8]=1)C.[OH-].[Na+].Cl, predict the reaction product. (6) Given the reactants [C:1]([O:5][C:6]([NH:8][C@@H:9]1[C:18]2[C:13](=[C:14]([CH3:22])[C:15]([C:19]([OH:21])=O)=[CH:16][CH:17]=2)[S:12][CH2:11][CH2:10]1)=[O:7])([CH3:4])([CH3:3])[CH3:2].[NH2:23][C:24]1[CH:29]=[CH:28][N:27]=[CH:26][CH:25]=1.[I-].ClC1C=CC=C[N+]=1C, predict the reaction product. The product is: [C:1]([O:5][C:6]([NH:8][C@@H:9]1[C:18]2[C:13](=[C:14]([CH3:22])[C:15]([C:19]([NH:23][C:24]3[CH:29]=[CH:28][N:27]=[CH:26][CH:25]=3)=[O:21])=[CH:16][CH:17]=2)[S:12][CH2:11][CH2:10]1)=[O:7])([CH3:4])([CH3:3])[CH3:2]. (7) The product is: [C:9]1([S+:15]([C:23]2[CH:28]=[CH:27][CH:26]=[CH:25][CH:24]=2)[C:16]2[CH:21]=[CH:20][C:19]([OH:22])=[CH:18][CH:17]=2)[CH:14]=[CH:13][CH:12]=[CH:11][CH:10]=1.[F:47][C:31]([F:30])([S:43]([OH:46])(=[O:45])=[O:44])[CH2:32][O:33][C:34]([CH:36]1[CH2:41][CH:40]2[CH2:42][CH:37]1[CH2:38][CH2:39]2)=[O:35]. Given the reactants FC(F)(F)S([O-])(=O)=O.[C:9]1([S+:15]([C:23]2[CH:28]=[CH:27][CH:26]=[CH:25][CH:24]=2)[C:16]2[CH:21]=[CH:20][C:19]([OH:22])=[CH:18][CH:17]=2)[CH:14]=[CH:13][CH:12]=[CH:11][CH:10]=1.[Na].[F:30][C:31]([F:47])([S:43]([OH:46])(=[O:45])=[O:44])[CH2:32][O:33][C:34]([CH:36]1[CH2:41][CH:40]2[CH2:42][CH:37]1[CH2:38][CH2:39]2)=[O:35], predict the reaction product. (8) Given the reactants Br[C:2]1[CH:7]=[CH:6][C:5]([S:8]([CH:11]([CH3:13])[CH3:12])(=[O:10])=[O:9])=[C:4]([N+:14]([O-:16])=[O:15])[CH:3]=1.C(N(CC)CC)C.[C:24]([C:26]1[CH:27]=[C:28]([CH:30]=[CH:31][CH:32]=1)[NH2:29])#[CH:25], predict the reaction product. The product is: [CH:11]([S:8]([C:5]1[CH:6]=[CH:7][C:2]([C:25]#[C:24][C:26]2[CH:27]=[C:28]([CH:30]=[CH:31][CH:32]=2)[NH2:29])=[CH:3][C:4]=1[N+:14]([O-:16])=[O:15])(=[O:10])=[O:9])([CH3:13])[CH3:12]. (9) Given the reactants [Cl:1][C:2]1[CH:7]=[CH:6][C:5]([S:8]([NH:11][CH2:12][C:13]2[CH:22]=[CH:21][C:16]([C:17]([O:19][CH3:20])=[O:18])=[CH:15][CH:14]=2)(=[O:10])=[O:9])=[CH:4][CH:3]=1.Cl.NCC1C=CC(C(OC)=O)=C([F:36])C=1.ClC1C=CC(S(Cl)(=O)=O)=CC=1, predict the reaction product. The product is: [Cl:1][C:2]1[CH:7]=[CH:6][C:5]([S:8]([NH:11][CH2:12][C:13]2[CH:14]=[CH:15][C:16]([C:17]([O:19][CH3:20])=[O:18])=[C:21]([F:36])[CH:22]=2)(=[O:10])=[O:9])=[CH:4][CH:3]=1.